From a dataset of Full USPTO retrosynthesis dataset with 1.9M reactions from patents (1976-2016). Predict the reactants needed to synthesize the given product. (1) Given the product [CH2:1]([O:8][C:9]1[CH:10]=[CH:11][CH:12]=[C:13]2[C:17]=1[NH:16][CH:15]=[C:14]2[CH2:18][CH2:19][OH:20])[C:2]1[CH:7]=[CH:6][CH:5]=[CH:4][CH:3]=1, predict the reactants needed to synthesize it. The reactants are: [CH2:1]([O:8][C:9]1[CH:10]=[CH:11][CH:12]=[C:13]2[C:17]=1[NH:16][CH:15]=[C:14]2[CH2:18][C:19](O)=[O:20])[C:2]1[CH:7]=[CH:6][CH:5]=[CH:4][CH:3]=1.B.CO. (2) The reactants are: [OH:1][CH2:2][CH2:3][N:4]([CH:22]([CH3:24])[CH3:23])[C:5]([C:7]1[S:8][C:9]2[CH2:10][CH2:11][O:12][C:13]3[CH:20]=[CH:19][C:18](Br)=[CH:17][C:14]=3[C:15]=2[N:16]=1)=[O:6].CC1(C)C(C)(C)OB([C:33]2[CH:34]=[N:35][C:36]([NH2:39])=[N:37][CH:38]=2)O1. Given the product [OH:1][CH2:2][CH2:3][N:4]([CH:22]([CH3:24])[CH3:23])[C:5]([C:7]1[S:8][C:9]2[CH2:10][CH2:11][O:12][C:13]3[CH:20]=[CH:19][C:18]([C:33]4[CH:34]=[N:35][C:36]([NH2:39])=[N:37][CH:38]=4)=[CH:17][C:14]=3[C:15]=2[N:16]=1)=[O:6], predict the reactants needed to synthesize it. (3) Given the product [CH3:14][C:11]1[C:12]([Cl:13])=[C:7]([CH3:6])[CH:8]=[C:9]([OH:15])[CH:10]=1.[C:1]([O:4][OH:5])(=[O:3])[CH3:2].[OH:4][OH:5], predict the reactants needed to synthesize it. The reactants are: [C:1]([O:4][OH:5])(=[O:3])[CH3:2].[CH3:6][C:7]1[C:12]([Cl:13])=[C:11]([CH3:14])[CH:10]=[C:9]([OH:15])[CH:8]=1. (4) Given the product [C:1]([O:5][C:6](=[O:25])[NH:7][C:8]1[CH:13]=[C:12]([O:14][CH2:15][C:16]([F:18])([F:17])[F:19])[C:11]([C:20]([F:22])([F:23])[F:21])=[CH:10][C:9]=1[NH:24][C:31](=[O:30])[CH2:32][C:33]([C:35]1[CH:40]=[CH:39][CH:38]=[C:37]([C:41]2[CH:46]=[C:45]([CH3:47])[N:44]=[C:43]([CH2:48][CH3:49])[CH:42]=2)[CH:36]=1)=[O:34])([CH3:4])([CH3:2])[CH3:3], predict the reactants needed to synthesize it. The reactants are: [C:1]([O:5][C:6](=[O:25])[NH:7][C:8]1[CH:13]=[C:12]([O:14][CH2:15][C:16]([F:19])([F:18])[F:17])[C:11]([C:20]([F:23])([F:22])[F:21])=[CH:10][C:9]=1[NH2:24])([CH3:4])([CH3:3])[CH3:2].C([O:30][C:31](=O)[CH2:32][C:33]([C:35]1[CH:40]=[CH:39][CH:38]=[C:37]([C:41]2[CH:46]=[C:45]([CH3:47])[N:44]=[C:43]([CH2:48][CH3:49])[CH:42]=2)[CH:36]=1)=[O:34])(C)(C)C.